Dataset: Orexin1 receptor HTS with 218,158 compounds and 233 confirmed actives. Task: Binary Classification. Given a drug SMILES string, predict its activity (active/inactive) in a high-throughput screening assay against a specified biological target. (1) The molecule is S(=O)(=O)(N1C(C=C(c2c1cccc2)C)(C)C)c1ccc(NC(=O)C)cc1. The result is 0 (inactive). (2) The molecule is Clc1c([N+]([O-])=O)cc(/C=C(/CCC(O)=O)c2sc3c(n2)cccc3)cc1. The result is 0 (inactive). (3) The drug is O(c1ccc(N(Cc2ccc(OC)cc2)C(=O)c2occc2)cc1)CC. The result is 0 (inactive). (4) The drug is O(c1c(NC(=O)c2occc2)ccc(NC(=O)c2oc([N+]([O-])=O)cc2)c1)C. The result is 0 (inactive). (5) The drug is S(Cc1noc(c1C(=O)NCCC)C(=O)NCCC)c1ncccc1. The result is 0 (inactive). (6) The molecule is S(=O)(=O)(Nc1c(F)cccc1)c1ccc(cc1)C(=O)NCc1ncccc1. The result is 0 (inactive). (7) The compound is O(C(=O)c1c2c(nc(c1)c1ccc(OC)cc1)cccc2)CC(=O)N(C)C. The result is 0 (inactive). (8) The drug is Clc1c(=O)n(ncc1Cl)c1ncnc(Oc2c(cccc2)C)c1. The result is 0 (inactive).